This data is from Full USPTO retrosynthesis dataset with 1.9M reactions from patents (1976-2016). The task is: Predict the reactants needed to synthesize the given product. (1) Given the product [CH3:1][C@@H:2]1[CH2:6][CH2:5][CH2:4][N:3]1[CH2:7][CH2:8][CH2:9][O:10][C:11]1[CH:12]=[CH:13][C:14]([C:17]2[S:18][C:19]3[CH2:20][NH:21][CH2:22][CH2:23][C:24]=3[N:25]=2)=[CH:15][CH:16]=1, predict the reactants needed to synthesize it. The reactants are: [CH3:1][C@@H:2]1[CH2:6][CH2:5][CH2:4][N:3]1[CH2:7][CH2:8][CH2:9][O:10][C:11]1[CH:16]=[CH:15][C:14]([C:17]2[S:18][C:19]3[CH2:20][N:21](C(OC(C)(C)C)=O)[CH2:22][CH2:23][C:24]=3[N:25]=2)=[CH:13][CH:12]=1.FC(F)(F)C(O)=O.O. (2) Given the product [ClH:23].[ClH:23].[CH3:1][NH:2][C:3]1=[N:4][C:5](=[O:22])[S:6]/[C:7]/1=[CH:8]\[CH:9]1[CH2:14][CH2:13][NH:12][CH2:11][CH2:10]1, predict the reactants needed to synthesize it. The reactants are: [CH3:1][NH:2][C:3]1=[N:4][C:5](=[O:22])[S:6]/[C:7]/1=[CH:8]\[CH:9]1[CH2:14][CH2:13][N:12](C(OC(C)(C)C)=O)[CH2:11][CH2:10]1.[ClH:23].C(OCC)(=O)C. (3) Given the product [O:11]1[CH:15]=[CH:14][N:13]=[C:12]1[C:16]1[N:17]=[C:7]([OH:9])[C:3]2[S:4][CH:5]=[CH:6][C:2]=2[N:1]=1, predict the reactants needed to synthesize it. The reactants are: [NH2:1][C:2]1[CH:6]=[CH:5][S:4][C:3]=1[C:7]([O:9]C)=O.[O:11]1[CH:15]=[CH:14][N:13]=[C:12]1[C:16]#[N:17].CC(C)([O-])C.[K+].